From a dataset of Full USPTO retrosynthesis dataset with 1.9M reactions from patents (1976-2016). Predict the reactants needed to synthesize the given product. (1) Given the product [CH3:4][CH:5]1[C:10](=[O:12])[C:2]2=[CH:1][C:10]3[CH2:9][CH2:8][CH2:7][CH2:6][C:5]=3[CH:4]=[C:3]2[CH2:6]1, predict the reactants needed to synthesize it. The reactants are: [CH:1]1[CH2:2][C:3](=O)[CH:4]=[C:5]2[C:10]=1[CH:9]=[CH:8][CH:7]=[CH:6]2.[OH2:12]. (2) Given the product [CH3:20][N:18]1[CH:19]=[C:15]([N:14]2[C:5]3[C:4]4[CH:3]=[C:2]([C:6]5[CH:7]=[N:8][CH:9]=[C:4]([C:24]6([OH:29])[CH2:28][CH2:27][CH2:26][CH2:25]6)[CH:5]=5)[CH:11]=[CH:10][C:9]=4[N:8]=[CH:7][C:6]=3[N:12]([CH3:23])[C:13]2=[O:22])[C:16]([CH3:21])=[N:17]1, predict the reactants needed to synthesize it. The reactants are: Br[C:2]1[CH:11]=[CH:10][C:9]2[N:8]=[CH:7][C:6]3[N:12]([CH3:23])[C:13](=[O:22])[N:14]([C:15]4[C:16]([CH3:21])=[N:17][N:18]([CH3:20])[CH:19]=4)[C:5]=3[C:4]=2[CH:3]=1.[C:24]1(=[O:29])[CH2:28][CH2:27][CH2:26][CH2:25]1.